This data is from Catalyst prediction with 721,799 reactions and 888 catalyst types from USPTO. The task is: Predict which catalyst facilitates the given reaction. (1) Reactant: Br[C:2]1[CH:7]=[CH:6][C:5]([S:8]([NH:11][C:12]2[CH:17]=[CH:16][C:15]([Cl:18])=[CH:14][C:13]=2[C:19]([C:21]2[CH:26]=[CH:25][N:24]=[CH:23][CH:22]=2)=[O:20])(=[O:10])=[O:9])=[CH:4][CH:3]=1.C(=O)([O-])[O-].[Na+].[Na+].[C:33]([N:40]1[CH:44]=[CH:43][CH:42]=[C:41]1B(O)O)([O:35][C:36]([CH3:39])([CH3:38])[CH3:37])=[O:34]. Product: [C:36]([O:35][C:33]([N:40]1[CH:44]=[CH:43][CH:42]=[C:41]1[C:2]1[CH:3]=[CH:4][C:5]([S:8](=[O:9])(=[O:10])[NH:11][C:12]2[CH:17]=[CH:16][C:15]([Cl:18])=[CH:14][C:13]=2[C:19]([C:21]2[CH:26]=[CH:25][N:24]=[CH:23][CH:22]=2)=[O:20])=[CH:6][CH:7]=1)=[O:34])([CH3:39])([CH3:37])[CH3:38]. The catalyst class is: 455. (2) Reactant: [Br:1][C:2]1[CH:7]=[CH:6][C:5]([C:8](=[N:22][O:23][CH2:24][CH3:25])[CH:9]2[CH2:14][CH2:13][N:12]([C:15]3([CH3:21])[CH2:20][CH2:19][NH:18][CH2:17][CH2:16]3)[CH2:11][CH2:10]2)=[CH:4][CH:3]=1.[F:26][C:27]([F:42])([F:41])[C:28]1[CH:37]=[C:36]2[C:31]([C:32]([C:38](O)=[O:39])=[CH:33][CH:34]=[N:35]2)=[CH:30][CH:29]=1.CCN(CC)CC.CN(C(ON1N=NC2C=CC=NC1=2)=[N+](C)C)C.F[P-](F)(F)(F)(F)F. Product: [Br:1][C:2]1[CH:7]=[CH:6][C:5]([C:8](=[N:22][O:23][CH2:24][CH3:25])[CH:9]2[CH2:10][CH2:11][N:12]([C:15]3([CH3:21])[CH2:20][CH2:19][N:18]([C:38]([C:32]4[C:31]5[C:36](=[CH:37][C:28]([C:27]([F:42])([F:26])[F:41])=[CH:29][CH:30]=5)[N:35]=[CH:34][CH:33]=4)=[O:39])[CH2:17][CH2:16]3)[CH2:13][CH2:14]2)=[CH:4][CH:3]=1. The catalyst class is: 3. (3) Reactant: [Cl:1][C:2]1[CH:18]=[CH:17][C:5]([CH2:6][NH:7][S:8]([C:11]2[CH:16]=[CH:15][CH:14]=[CH:13][CH:12]=2)(=[O:10])=[O:9])=[CH:4][CH:3]=1.Br[CH2:20][C:21]([C:23]1[CH:28]=[CH:27][CH:26]=[CH:25][CH:24]=1)=[O:22].C(=O)([O-])[O-].[Cs+].[Cs+]. Product: [Cl:1][C:2]1[CH:18]=[CH:17][C:5]([CH2:6][N:7]([CH2:20][C:21](=[O:22])[C:23]2[CH:28]=[CH:27][CH:26]=[CH:25][CH:24]=2)[S:8]([C:11]2[CH:16]=[CH:15][CH:14]=[CH:13][CH:12]=2)(=[O:10])=[O:9])=[CH:4][CH:3]=1. The catalyst class is: 3. (4) Reactant: Cl[C:2]1[CH:10]=[C:9]([C:11]2[CH:12]=[CH:13][C:14]3[N:15]([C:17]([CH2:20][C:21]4[CH:22]=[C:23]5[C:28](=[CH:29][CH:30]=4)[N:27]=[CH:26][CH:25]=[CH:24]5)=[CH:18][N:19]=3)[N:16]=2)[CH:8]=[CH:7][C:3]=1C(N)=O.C([O:33][C:34](=[O:50])C1C=CC=C(B2OC(C)(C)C(C)(C)O2)C=1)C. Product: [N:27]1[C:28]2[C:23](=[CH:22][C:21]([CH2:20][C:17]3[N:15]4[N:16]=[C:11]([C:9]5[CH:10]=[C:2]([CH:3]=[CH:7][CH:8]=5)[C:34]([OH:50])=[O:33])[CH:12]=[CH:13][C:14]4=[N:19][CH:18]=3)=[CH:30][CH:29]=2)[CH:24]=[CH:25][CH:26]=1. The catalyst class is: 462. (5) Reactant: [CH3:1][O:2][C:3]1[CH:4]=[CH:5][C:6]2[C:7]3[C:8]4[CH2:18][CH2:17][C:16](=[O:19])[C:9]=4[CH:10]=[CH:11][C:12]=3[NH:13][C:14]=2[CH:15]=1.[Al+3].[Cl-].[Cl-].[Cl-].[C:24](Cl)([CH3:26])=[O:25]. Product: [C:24]([C:4]1[C:3]([O:2][CH3:1])=[CH:15][C:14]2[NH:13][C:12]3[CH:11]=[CH:10][C:9]4[C:16](=[O:19])[CH2:17][CH2:18][C:8]=4[C:7]=3[C:6]=2[CH:5]=1)(=[O:25])[CH3:26]. The catalyst class is: 4.